This data is from Reaction yield outcomes from USPTO patents with 853,638 reactions. The task is: Predict the reaction yield, written as a fraction of the theoretical maximum amount of product (1.0 means a 100% yield; for example, 0.34 means a 34% yield). (1) The reactants are [CH2:1]([C:3]1[N:7]([C:8]2[N:16]=[C:15]3[C:11]([N:12]=[C:13]([CH:18]=O)[N:14]3[CH3:17])=[C:10]([N:20]3[CH2:25][CH2:24][O:23][CH2:22][CH2:21]3)[N:9]=2)[C:6]2[CH:26]=[CH:27][CH:28]=[CH:29][C:5]=2[N:4]=1)[CH3:2].[CH3:30][C:31]1([OH:39])[CH2:34][N:33]([CH:35]2[CH2:38][NH:37][CH2:36]2)[CH2:32]1.C(O[BH-](OC(=O)C)OC(=O)C)(=O)C.[Na+]. The catalyst is ClCCCl. The product is [CH2:1]([C:3]1[N:7]([C:8]2[N:16]=[C:15]3[C:11]([N:12]=[C:13]([CH2:18][N:37]4[CH2:38][CH:35]([N:33]5[CH2:34][C:31]([CH3:30])([OH:39])[CH2:32]5)[CH2:36]4)[N:14]3[CH3:17])=[C:10]([N:20]3[CH2:21][CH2:22][O:23][CH2:24][CH2:25]3)[N:9]=2)[C:6]2[CH:26]=[CH:27][CH:28]=[CH:29][C:5]=2[N:4]=1)[CH3:2]. The yield is 0.890. (2) The reactants are [NH2:1][C:2]1[CH:7]=[CH:6][C:5]([C:8]2[N:9]([CH2:22][CH3:23])[C:10]3[C:15]([C:16]=2[C:17]#[N:18])=[CH:14][CH:13]=[C:12]([O:19][CH2:20][CH3:21])[CH:11]=3)=[CH:4][CH:3]=1.Cl[CH2:25][C:26]([N:28]=[C:29]=[O:30])=[O:27].C1CCN2C(=NCCC2)CC1. The catalyst is O1CCOCC1. The product is [O:30]=[C:29]1[NH:28][C:26](=[O:27])[CH2:25][N:1]1[C:2]1[CH:3]=[CH:4][C:5]([C:8]2[N:9]([CH2:22][CH3:23])[C:10]3[C:15]([C:16]=2[C:17]#[N:18])=[CH:14][CH:13]=[C:12]([O:19][CH2:20][CH3:21])[CH:11]=3)=[CH:6][CH:7]=1. The yield is 0.790. (3) The reactants are [F:1][C:2]([F:15])([F:14])[C:3]1[CH:8]=[CH:7][C:6]([PH:9](=[O:13])[O:10][CH2:11][CH3:12])=[CH:5][CH:4]=1.Br[C:17]1[CH:22]=[CH:21][C:20]([O:23][CH:24]([CH3:26])[CH3:25])=[C:19]([CH:27]=[CH2:28])[CH:18]=1.C(N(CC)CC)C. The catalyst is CN(C=O)C.C1C=CC(/C=C/C(/C=C/C2C=CC=CC=2)=O)=CC=1.C1C=CC(/C=C/C(/C=C/C2C=CC=CC=2)=O)=CC=1.C1C=CC(/C=C/C(/C=C/C2C=CC=CC=2)=O)=CC=1.[Pd].[Pd]. The product is [F:15][C:2]([F:14])([F:1])[C:3]1[CH:4]=[CH:5][C:6]([P:9]([C:17]2[CH:22]=[CH:21][C:20]([O:23][CH:24]([CH3:25])[CH3:26])=[C:19]([CH:27]=[CH2:28])[CH:18]=2)(=[O:13])[O:10][CH2:11][CH3:12])=[CH:7][CH:8]=1. The yield is 0.0860. (4) The yield is 0.990. The product is [CH2:1]([C:8]1[S:9][C:10]([C:13]2[CH:14]=[CH:15][C:16]([OH:19])=[CH:17][CH:18]=2)=[CH:11][CH:12]=1)[C:2]1[CH:3]=[CH:4][CH:5]=[CH:6][CH:7]=1. The reactants are [CH2:1]([C:8]1[S:9][C:10]([C:13]2[CH:18]=[CH:17][C:16]([O:19]C)=[CH:15][CH:14]=2)=[CH:11][CH:12]=1)[C:2]1[CH:7]=[CH:6][CH:5]=[CH:4][CH:3]=1.B(Br)(Br)Br. No catalyst specified. (5) The reactants are [CH2:1]([O:8][C:9]([NH:11][C@@H:12]([CH2:16][CH:17]=[CH2:18])[C:13]([OH:15])=O)=[O:10])[C:2]1[CH:7]=[CH:6][CH:5]=[CH:4][CH:3]=1.CCN=C=NCCCN(C)C.Cl.C(OC(=O)N[C@H]1C[CH:43]=[CH:42][C@@H:41]([C:45]2[CH:50]=[CH:49][CH:48]=[CH:47][CH:46]=2)[N:40](C)[C:39]1=O)(C)(C)C. The catalyst is C(Cl)Cl.CN(C1C=CN=CC=1)C. The product is [CH3:39][N:40]([CH:41]([C:45]1[CH:50]=[CH:49][CH:48]=[CH:47][CH:46]=1)[CH:42]=[CH2:43])[C:13]([C@@H:12]([NH:11][C:9](=[O:10])[O:8][CH2:1][C:2]1[CH:3]=[CH:4][CH:5]=[CH:6][CH:7]=1)[CH2:16][CH:17]=[CH2:18])=[O:15]. The yield is 0.700. (6) The reactants are [OH:1][C:2]1[CH:3]=[C:4]2[C:8](=[CH:9][CH:10]=1)[NH:7][CH:6]=[CH:5]2.[CH2:11](Br)[C:12]1[CH:17]=[CH:16][CH:15]=[CH:14][CH:13]=1.C([O-])([O-])=O.[Cs+].[Cs+].C1OCCOCCOCCOCCOCCOC1.Cl. The catalyst is CC(C)=O.O. The product is [CH2:11]([O:1][C:2]1[CH:3]=[C:4]2[C:8](=[CH:9][CH:10]=1)[NH:7][CH:6]=[CH:5]2)[C:12]1[CH:17]=[CH:16][CH:15]=[CH:14][CH:13]=1. The yield is 0.910. (7) The reactants are C(C1C=CC=CC=1N[C@@H](CC1C=CC(C2C=CC=C(N(C)C(NCCCCCCC)=O)C=2)=CC=1)C(O)=O)(=O)C1C=CC=CC=1.[C:45]([CH2:53][NH:54][CH2:55][C:56]1[CH:57]=[C:58]([C:62]2[CH:67]=[CH:66][C:65]([CH2:68][C@H:69]([NH:75][C:76]3[CH:81]=[CH:80][CH:79]=[CH:78][C:77]=3[C:82](=[O:89])[C:83]3[CH:88]=[CH:87][CH:86]=[CH:85][CH:84]=3)[C:70]([O:72]CC)=[O:71])=[CH:64][CH:63]=2)[CH:59]=[CH:60][CH:61]=1)(=[O:52])[C:46]1[CH:51]=[CH:50][CH:49]=[CH:48][CH:47]=1.[OH-].[Li+]. No catalyst specified. The product is [C:45]([CH2:53][NH:54][CH2:55][C:56]1[CH:57]=[C:58]([C:62]2[CH:67]=[CH:66][C:65]([CH2:68][C@H:69]([NH:75][C:76]3[CH:81]=[CH:80][CH:79]=[CH:78][C:77]=3[C:82](=[O:89])[C:83]3[CH:84]=[CH:85][CH:86]=[CH:87][CH:88]=3)[C:70]([OH:72])=[O:71])=[CH:64][CH:63]=2)[CH:59]=[CH:60][CH:61]=1)(=[O:52])[C:46]1[CH:47]=[CH:48][CH:49]=[CH:50][CH:51]=1. The yield is 0.750.